Dataset: Full USPTO retrosynthesis dataset with 1.9M reactions from patents (1976-2016). Task: Predict the reactants needed to synthesize the given product. (1) Given the product [CH:51]1([C:50]2[C:31]([N:26]([C:19]3[CH:20]=[CH:21][C:22]([N+:23]([O-:25])=[O:24])=[C:17]([CH:8]([C:7]([O:14][CH3:15])=[O:13])[C:9]([O:11][CH3:12])=[O:10])[CH:18]=3)[S:27]([CH3:30])(=[O:29])=[O:28])=[CH:32][C:33]3[O:37][C:36]([C:38]4[CH:43]=[CH:42][C:41]([F:44])=[CH:40][CH:39]=4)=[C:35]([C:45](=[O:46])[NH:47][CH3:48])[C:34]=3[CH:49]=2)[CH2:53][CH2:52]1, predict the reactants needed to synthesize it. The reactants are: C([O-])([O-])=O.[Cs+].[Cs+].[C:7]([O:14][CH3:15])(=[O:13])[CH2:8][C:9]([O:11][CH3:12])=[O:10].Cl[C:17]1[CH:18]=[C:19]([N:26]([C:31]2[C:50]([CH:51]3[CH2:53][CH2:52]3)=[CH:49][C:34]3[C:35]([C:45]([NH:47][CH3:48])=[O:46])=[C:36]([C:38]4[CH:43]=[CH:42][C:41]([F:44])=[CH:40][CH:39]=4)[O:37][C:33]=3[CH:32]=2)[S:27]([CH3:30])(=[O:29])=[O:28])[CH:20]=[CH:21][C:22]=1[N+:23]([O-:25])=[O:24]. (2) Given the product [CH3:1][O:2][C:3]([C:5]1[C:14]([O:15][C:23]([C:24]2[CH:29]=[CH:28][CH:27]=[CH:26][CH:25]=2)=[O:30])=[C:13]2[C:8]([CH:9]=[CH:10][CH:11]=[N:12]2)=[C:7]([I:16])[N:6]=1)=[O:4], predict the reactants needed to synthesize it. The reactants are: [CH3:1][O:2][C:3]([C:5]1[C:14]([OH:15])=[C:13]2[C:8]([CH:9]=[CH:10][CH:11]=[N:12]2)=[C:7]([I:16])[N:6]=1)=[O:4].C(=O)([O-])[O-].[Cs+].[Cs+].[C:23](O[C:23](=[O:30])[C:24]1[CH:29]=[CH:28][CH:27]=[CH:26][CH:25]=1)(=[O:30])[C:24]1[CH:29]=[CH:28][CH:27]=[CH:26][CH:25]=1. (3) Given the product [F:31][C:28]1[CH:29]=[C:30]2[C:25](=[CH:26][CH:27]=1)[NH:24][CH:23]=[C:22]2[S:21][C:16]1[CH:17]=[CH:18][CH:19]=[CH:20][C:15]=1[CH2:14][NH2:13], predict the reactants needed to synthesize it. The reactants are: C(OCC)C.Cl.C(OC(=O)[NH:13][CH2:14][C:15]1[CH:20]=[CH:19][CH:18]=[CH:17][C:16]=1[S:21][C:22]1[C:30]2[C:25](=[CH:26][CH:27]=[C:28]([F:31])[CH:29]=2)[NH:24][CH:23]=1)(C)(C)C.[OH-].[Na+]. (4) Given the product [F:1][C:2]1[CH:7]=[CH:6][C:5]([CH2:8][C:9]2[C:10]([N:16]3[CH2:22][C:21]4[CH:23]=[C:24]([C:27]5[S:31][C:30]([NH2:32])=[N:29][CH:28]=5)[CH:25]=[CH:26][C:20]=4[O:19][CH2:18][CH2:17]3)=[N:11][CH:12]=[N:13][C:14]=2[CH3:15])=[CH:4][CH:3]=1, predict the reactants needed to synthesize it. The reactants are: [F:1][C:2]1[CH:7]=[CH:6][C:5]([CH2:8][C:9]2[C:10]([N:16]3[CH2:22][C:21]4[CH:23]=[C:24]([C:27]5[S:31][C:30]([NH:32]C(=O)C)=[N:29][CH:28]=5)[CH:25]=[CH:26][C:20]=4[O:19][CH2:18][CH2:17]3)=[N:11][CH:12]=[N:13][C:14]=2[CH3:15])=[CH:4][CH:3]=1.[OH-].[Na+]. (5) Given the product [N+:1]([C:4]1[CH:5]=[CH:6][C:7]([NH:14][S:15]([C:18]2[CH:19]=[CH:20][CH:21]=[CH:22][CH:23]=2)(=[O:17])=[O:16])=[C:8]([CH:13]=1)[C:9]([OH:11])=[O:10])([O-:3])=[O:2], predict the reactants needed to synthesize it. The reactants are: [N+:1]([C:4]1[CH:5]=[CH:6][C:7]([NH:14][S:15]([C:18]2[CH:23]=[CH:22][CH:21]=[CH:20][CH:19]=2)(=[O:17])=[O:16])=[C:8]([CH:13]=1)[C:9]([O:11]C)=[O:10])([O-:3])=[O:2].O.O.[OH-].[Li+].Cl. (6) The reactants are: [CH3:1][C:2]1([CH3:25])[C:11]2[C:6](=[CH:7][CH:8]=[C:9]([C:12]([F:15])([F:14])[F:13])[CH:10]=2)[NH:5][CH:4]([C:16]2[CH:21]=[CH:20][CH:19]=[C:18]([N+:22]([O-])=O)[CH:17]=2)[CH2:3]1. Given the product [CH3:1][C:2]1([CH3:25])[C:11]2[C:6](=[CH:7][CH:8]=[C:9]([C:12]([F:15])([F:13])[F:14])[CH:10]=2)[NH:5][CH:4]([C:16]2[CH:17]=[C:18]([NH2:22])[CH:19]=[CH:20][CH:21]=2)[CH2:3]1, predict the reactants needed to synthesize it.